This data is from Forward reaction prediction with 1.9M reactions from USPTO patents (1976-2016). The task is: Predict the product of the given reaction. (1) Given the reactants [Cl-].C[Al+]C.[C:5]1([C:11]2([C:16]#[N:17])[CH2:15][CH2:14][CH2:13][CH2:12]2)[CH:10]=[CH:9][CH:8]=[CH:7][CH:6]=1.[C:18]([C:22]1[CH:29]=[CH:28][C:25]([CH2:26][NH2:27])=[CH:24][CH:23]=1)([CH3:21])([CH3:20])[CH3:19].C([C:32](CC)([C:36]([O-])=[O:37])[C:33]([O-])=[O:34])C.[Na].Cl, predict the reaction product. The product is: [CH3:20][C:18]([C:22]1[CH:23]=[CH:24][C:25]([CH2:26][N:27]2[C:33](=[O:34])[CH:32]=[C:36]([OH:37])[N:17]=[C:16]2[C:11]2([C:5]3[CH:10]=[CH:9][CH:8]=[CH:7][CH:6]=3)[CH2:15][CH2:14][CH2:13][CH2:12]2)=[CH:28][CH:29]=1)([CH3:21])[CH3:19]. (2) Given the reactants [CH3:1][O:2][C:3]1[CH:12]=[C:11]([O:13][CH3:14])[CH:10]=[C:9]2[C:4]=1[C:5](=[O:27])[NH:6][C:7]([C:15]1[CH:20]=[CH:19][C:18]([N:21]3[CH2:26][CH2:25][NH:24][CH2:23][CH2:22]3)=[CH:17][CH:16]=1)=[N:8]2.[Cl:28][C:29]1[N:33]([CH3:34])[N:32]=[CH:31][C:30]=1[C:35](Cl)=[O:36].CCN(CC)CC, predict the reaction product. The product is: [Cl:28][C:29]1[N:33]([CH3:34])[N:32]=[CH:31][C:30]=1[C:35]([N:24]1[CH2:23][CH2:22][N:21]([C:18]2[CH:19]=[CH:20][C:15]([C:7]3[NH:6][C:5](=[O:27])[C:4]4[C:9](=[CH:10][C:11]([O:13][CH3:14])=[CH:12][C:3]=4[O:2][CH3:1])[N:8]=3)=[CH:16][CH:17]=2)[CH2:26][CH2:25]1)=[O:36]. (3) The product is: [F:1][C@H:2]1[C@@H:7]([O:8][C:9]2[CH:16]=[CH:15][C:14]([C:17]3[N:22]=[C:21]([NH:23][C:24]4[CH:29]=[CH:28][C:27]([N:30]5[CH2:31][CH2:32][N:33]([CH:36]6[CH2:39][O:38][CH2:37]6)[CH2:34][CH2:35]5)=[CH:26][CH:25]=4)[N:20]=[CH:19][N:18]=3)=[CH:13][C:10]=2[C:11]#[N:12])[CH2:6][CH2:5][N:4]([C:53]([C@H:48]2[CH2:49][CH2:50][CH2:51][CH2:52][NH:47]2)=[O:54])[CH2:3]1. Given the reactants [F:1][C@H:2]1[C@@H:7]([O:8][C:9]2[CH:16]=[CH:15][C:14]([C:17]3[N:22]=[C:21]([NH:23][C:24]4[CH:29]=[CH:28][C:27]([N:30]5[CH2:35][CH2:34][N:33]([CH:36]6[CH2:39][O:38][CH2:37]6)[CH2:32][CH2:31]5)=[CH:26][CH:25]=4)[N:20]=[CH:19][N:18]=3)=[CH:13][C:10]=2[C:11]#[N:12])[CH2:6][CH2:5][NH:4][CH2:3]1.C(OC([N:47]1[CH2:52][CH2:51][CH2:50][CH2:49][C@H:48]1[C:53](O)=[O:54])=O)(C)(C)C.CN(C(ON1N=NC2C=CC=NC1=2)=[N+](C)C)C.F[P-](F)(F)(F)(F)F, predict the reaction product. (4) Given the reactants [OH:1][C:2]1[CH:3]=[C:4]2[C:8](=[CH:9][CH:10]=1)[CH2:7][CH:6]([C:11]1[CH:12]=[C:13]([CH:18]=[CH:19][CH:20]=1)[C:14]([O:16][CH3:17])=[O:15])[CH2:5]2.C(=O)([O-])[O-].[Cs+].[Cs+].Cl[CH2:28][C:29]1[C:30]([C:37]2[C:42]([Cl:43])=[CH:41][CH:40]=[CH:39][C:38]=2[Cl:44])=[N:31][O:32][C:33]=1[CH:34]([CH3:36])[CH3:35], predict the reaction product. The product is: [Cl:43][C:42]1[CH:41]=[CH:40][CH:39]=[C:38]([Cl:44])[C:37]=1[C:30]1[C:29]([CH2:28][O:1][C:2]2[CH:3]=[C:4]3[C:8](=[CH:9][CH:10]=2)[CH2:7][CH:6]([C:11]2[CH:12]=[C:13]([CH:18]=[CH:19][CH:20]=2)[C:14]([O:16][CH3:17])=[O:15])[CH2:5]3)=[C:33]([CH:34]([CH3:36])[CH3:35])[O:32][N:31]=1. (5) Given the reactants [F:1][C:2]([F:24])([F:23])[C:3]1[CH:4]=[C:5]([C:13]2[N:17]=[CH:16][N:15](/[CH:18]=[CH:19]\[C:20](O)=[O:21])[N:14]=2)[CH:6]=[C:7]([C:9]([F:12])([F:11])[F:10])[CH:8]=1.[CH:25]1([NH:28][C:29]([NH:31][NH2:32])=[S:30])[CH2:27][CH2:26]1.C(P1(=O)OP(CCC)(=O)OP(CCC)(=O)O1)CC.CCN(C(C)C)C(C)C, predict the reaction product. The product is: [F:12][C:9]([F:11])([F:10])[C:7]1[CH:6]=[C:5]([C:13]2[N:17]=[CH:16][N:15](/[CH:18]=[CH:19]\[C:20]([NH:32][NH:31][C:29](=[S:30])[NH:28][CH:25]3[CH2:27][CH2:26]3)=[O:21])[N:14]=2)[CH:4]=[C:3]([C:2]([F:24])([F:1])[F:23])[CH:8]=1.